Dataset: Peptide-MHC class I binding affinity with 185,985 pairs from IEDB/IMGT. Task: Regression. Given a peptide amino acid sequence and an MHC pseudo amino acid sequence, predict their binding affinity value. This is MHC class I binding data. The peptide sequence is FIIDNFGSV. The MHC is HLA-A25:01 with pseudo-sequence HLA-A25:01. The binding affinity (normalized) is 1.00.